From a dataset of Forward reaction prediction with 1.9M reactions from USPTO patents (1976-2016). Predict the product of the given reaction. Given the reactants C(O[BH-](OC(=O)C)OC(=O)C)(=O)C.[Na+].[Br:15][C:16]1[CH:17]=[C:18]([CH:21]=[CH:22][CH:23]=1)[NH:19][CH3:20].[CH:24]([C:26]1[CH:31]=[CH:30][CH:29]=[CH:28][C:27]=1[CH2:32][C:33]([O:35][CH3:36])=[O:34])=O, predict the reaction product. The product is: [Br:15][C:16]1[CH:17]=[C:18]([N:19]([CH2:24][C:26]2[CH:31]=[CH:30][CH:29]=[CH:28][C:27]=2[CH2:32][C:33]([O:35][CH3:36])=[O:34])[CH3:20])[CH:21]=[CH:22][CH:23]=1.